This data is from Forward reaction prediction with 1.9M reactions from USPTO patents (1976-2016). The task is: Predict the product of the given reaction. (1) Given the reactants [Br:1][C:2]1[C:3]([C:14](=[S:16])[NH2:15])=[CH:4][C:5]([NH:8][C:9]([NH:11][CH2:12][CH3:13])=[O:10])=[N:6][CH:7]=1.CO[C:19]1C=CC(P2(SP(C3C=CC(OC)=CC=3)(=S)S2)=S)=C[CH:24]=1, predict the reaction product. The product is: [Br:1][C:2]1[C:3]([C:14](=[S:16])[NH2:15])=[CH:4][C:5]([NH:8][C:9]([NH:11][CH:12]([CH2:19][CH3:24])[CH3:13])=[O:10])=[N:6][CH:7]=1. (2) Given the reactants C(OC(N1CCC2C(=CC=C(O)C=2)C1)=O)(C)(C)C.C(OC([N:26]1[CH2:35][CH2:34][C:33]2[C:28](=[CH:29][CH:30]=[C:31]([C:36](=[O:38])[CH3:37])[CH:32]=2)[CH2:27]1)=O)(C)(C)C.Cl, predict the reaction product. The product is: [CH2:27]1[C:28]2[C:33](=[CH:32][C:31]([C:36](=[O:38])[CH3:37])=[CH:30][CH:29]=2)[CH2:34][CH2:35][NH:26]1. (3) The product is: [CH2:1]([O:4][C:5](=[O:29])[NH:6][C:7]1([C:10]2[CH:15]=[CH:14][C:13]([C:16]([NH:30][C:31]3[CH:32]=[CH:33][C:34]([C:37]4[N:38]=[CH:39][N:40]([CH3:42])[CH:41]=4)=[CH:35][CH:36]=3)=[C:17]3[C:21]4[CH:22]=[CH:23][CH:24]=[CH:25][C:20]=4[O:19][C:18]3=[O:26])=[CH:12][CH:11]=2)[CH2:8][CH2:9]1)[CH:2]=[CH2:3]. Given the reactants [CH2:1]([O:4][C:5](=[O:29])[NH:6][C:7]1([C:10]2[CH:15]=[CH:14][C:13]([C:16](OC)=[C:17]3[C:21]4[CH:22]=[CH:23][CH:24]=[CH:25][C:20]=4[O:19][C:18]3=[O:26])=[CH:12][CH:11]=2)[CH2:9][CH2:8]1)[CH:2]=[CH2:3].[NH2:30][C:31]1[CH:36]=[CH:35][C:34]([C:37]2[N:38]=[CH:39][N:40]([CH3:42])[CH:41]=2)=[CH:33][CH:32]=1, predict the reaction product. (4) Given the reactants Br[C:2]1[CH:3]=[N:4][CH:5]=[C:6]([Br:8])[CH:7]=1.CC1(C)C(C)(C)OB([C:17]2[CH:18]=[N:19][C:20]3[C:25]([CH:26]=2)=[CH:24][CH:23]=[CH:22][CH:21]=3)O1.C([O-])([O-])=O.[K+].[K+].C1COCC1, predict the reaction product. The product is: [Br:8][C:6]1[CH:7]=[C:2]([C:17]2[CH:18]=[N:19][C:20]3[C:25]([CH:26]=2)=[CH:24][CH:23]=[CH:22][CH:21]=3)[CH:3]=[N:4][CH:5]=1. (5) Given the reactants F[C:2]1[CH:11]=[C:10]2[C:5]([CH:6]=[CH:7][NH:8][C:9]2=[O:12])=[CH:4][C:3]=1[O:13][CH3:14].CS(O)(=O)=O.[CH3:20][OH:21], predict the reaction product. The product is: [CH3:20][O:21][C:6]1[C:5]2[C:10](=[CH:11][CH:2]=[C:3]([O:13][CH3:14])[CH:4]=2)[C:9](=[O:12])[NH:8][CH:7]=1. (6) Given the reactants [NH:1]1[C:11]2[C:6](=[CH:7][CH:8]=[CH:9][CH:10]=2)[C:4](=[O:5])[C:2]1=[O:3].I[CH2:13][CH3:14].C(=O)([O-])[O-].[K+].[K+].O, predict the reaction product. The product is: [CH2:13]([N:1]1[C:11]2[C:6](=[CH:7][CH:8]=[CH:9][CH:10]=2)[C:4](=[O:5])[C:2]1=[O:3])[CH3:14].